Dataset: Catalyst prediction with 721,799 reactions and 888 catalyst types from USPTO. Task: Predict which catalyst facilitates the given reaction. (1) Reactant: [CH2:1]([N:3]([CH3:10])[CH2:4][CH2:5][C:6]([CH3:9])([NH2:8])[CH3:7])[CH3:2].[C:11](ON1C(=O)CCC1=O)([O:13][CH2:14][C:15]1[CH:20]=[CH:19][CH:18]=[CH:17][CH:16]=1)=[O:12]. Product: [CH2:1]([N:3]([CH3:10])[CH2:4][CH2:5][C:6]([NH:8][C:11](=[O:12])[O:13][CH2:14][C:15]1[CH:20]=[CH:19][CH:18]=[CH:17][CH:16]=1)([CH3:9])[CH3:7])[CH3:2]. The catalyst class is: 1. (2) Reactant: [C:1]([O:5][C:6](=[O:27])[NH:7][CH:8]1[CH2:12][CH2:11][N:10]([C:13]2[C:22]3[C:17](=[CH:18][C:19]([O:25][CH3:26])=[C:20]([O:23][CH3:24])[CH:21]=3)[N:16]=[CH:15][N:14]=2)[CH2:9]1)([CH3:4])([CH3:3])[CH3:2].CS(C)=O.C(O)(C(F)(F)F)=O.[Cl:39][C:40]1[CH:45]=[CH:44][C:43]([N:46]=C=O)=[CH:42][CH:41]=1. Product: [Cl:39][C:40]1[CH:45]=[CH:44][C:43]([NH:46][C:6]([NH:7][CH:8]2[CH2:12][CH2:11][N:10]([C:13]3[C:22]4[C:17](=[CH:18][C:19]([O:25][CH3:26])=[C:20]([O:23][CH3:24])[CH:21]=4)[N:16]=[CH:15][N:14]=3)[CH2:9]2)=[O:5])=[CH:42][CH:41]=1.[C:1]([O:5][C:6](=[O:27])[NH:7][CH:8]1[CH2:12][CH2:11][N:10]([C:13]2[C:22]3[C:17](=[CH:18][C:19]([O:25][CH3:26])=[C:20]([O:23][CH3:24])[CH:21]=3)[N:16]=[CH:15][N:14]=2)[CH2:9]1)([CH3:4])([CH3:3])[CH3:2]. The catalyst class is: 2. (3) Reactant: [Cl:1][C:2]1[N:6]([C:7]2[N:11]([CH3:12])[N:10]=[CH:9][CH:8]=2)[CH:5]=[C:4]([C:13]([NH:15][C@@H:16]([CH2:29][C:30]2[CH:35]=[CH:34][CH:33]=[C:32]([F:36])[CH:31]=2)[CH2:17][N:18]2C(=O)C3C(=CC=CC=3)C2=O)=[O:14])[CH:3]=1.ClC1C=NN(C)C=1N1C=CC(C(N[C@@H](CC2C=CC=C(F)C=2)CN2C(=O)C3C(=CC=CC=3)C2=O)=O)=C1.CO.NN. Product: [NH2:18][CH2:17][C@@H:16]([NH:15][C:13]([C:4]1[CH:3]=[C:2]([Cl:1])[N:6]([C:7]2[N:11]([CH3:12])[N:10]=[CH:9][CH:8]=2)[CH:5]=1)=[O:14])[CH2:29][C:30]1[CH:35]=[CH:34][CH:33]=[C:32]([F:36])[CH:31]=1. The catalyst class is: 7. (4) Reactant: C([Si](C(C)C)(C(C)C)[N:5]1[C:13]2[C:8](=[C:9]([N:14]3[CH2:19][CH2:18][N:17]([CH2:20][C:21]4[CH:26]=[CH:25][CH:24]=[CH:23][CH:22]=4)[CH2:16][CH2:15]3)[CH:10]=[CH:11][CH:12]=2)[CH:7]=[CH:6]1)(C)C.[F-].C([N+](CCCC)(CCCC)CCCC)CCC. Product: [CH2:20]([N:17]1[CH2:18][CH2:19][N:14]([C:9]2[CH:10]=[CH:11][CH:12]=[C:13]3[C:8]=2[CH:7]=[CH:6][NH:5]3)[CH2:15][CH2:16]1)[C:21]1[CH:22]=[CH:23][CH:24]=[CH:25][CH:26]=1. The catalyst class is: 7. (5) Reactant: [C:1]([C:3]1[CH:8]=[CH:7][C:6]([N:9]2[C@@H:14]([CH3:15])[CH2:13][N:12](C(OC(C)(C)C)=O)[C@H:11]([CH3:23])[CH2:10]2)=[CH:5][C:4]=1[F:24])#[N:2].FC(F)(F)C(O)=O. Product: [CH3:15][C@H:14]1[CH2:13][NH:12][C@H:11]([CH3:23])[CH2:10][N:9]1[C:6]1[CH:7]=[CH:8][C:3]([C:1]#[N:2])=[C:4]([F:24])[CH:5]=1. The catalyst class is: 4. (6) Reactant: [F:1][C:2]1[C:3]([N:10]2[CH2:15][CH2:14][O:13][CH2:12][CH2:11]2)=[C:4]([CH:7]=[CH:8][CH:9]=1)[CH:5]=O.[N:16]1([C:22]([O:24][C:25]([CH3:28])([CH3:27])[CH3:26])=[O:23])[CH2:21][CH2:20][NH:19][CH2:18][CH2:17]1.C(O[BH-](OC(=O)C)OC(=O)C)(=O)C.[Na+]. Product: [F:1][C:2]1[C:3]([N:10]2[CH2:15][CH2:14][O:13][CH2:12][CH2:11]2)=[C:4]([CH2:5][N:19]2[CH2:18][CH2:17][N:16]([C:22]([O:24][C:25]([CH3:28])([CH3:27])[CH3:26])=[O:23])[CH2:21][CH2:20]2)[CH:7]=[CH:8][CH:9]=1. The catalyst class is: 4. (7) Reactant: [Na+].[C:2]([NH:5][C@H:6]1[C@H:15]([C@@H:16]([C@@H:18]([CH2:20][OH:21])[OH:19])[OH:17])[O:14][C:9]([OH:13])([C:10](=[O:12])[O-:11])[CH2:8][C@@H:7]1[OH:22])(=[O:4])[CH3:3].C(N[C@H]1[C@@H](O)[C@H](O)[C@@H](CO)OC1O)(=O)C.C([O-])(=O)C(C)=O.[Na+].C(N[C@H]1[C@H]([C@@H]([C@@H](CO)O)O)OC(O)(C(=O)[O-])C[C@@H]1O)(=O)C. Product: [C:2]([NH:5][C@H:6]1[C@H:15]([C@@H:16]([C@@H:18]([CH2:20][OH:21])[OH:19])[OH:17])[O:14][C:9]([OH:13])([C:10](=[O:11])[OH:12])[CH2:8][C@@H:7]1[OH:22])(=[O:4])[CH3:3]. The catalyst class is: 6.